From a dataset of hERG Central: cardiac toxicity at 1µM, 10µM, and general inhibition. Predict hERG channel inhibition at various concentrations. (1) The drug is O=C(c1ccco1)N1CCN(C(=S)Nc2ccc(F)c(Cl)c2)CC1. Results: hERG_inhib (hERG inhibition (general)): blocker. (2) The molecule is O=C(NCCCn1ccnc1)c1ccc(N2CCCCC2)c([N+](=O)[O-])c1. Results: hERG_inhib (hERG inhibition (general)): blocker. (3) The molecule is O=C(CN(Cc1ccccc1)C(=O)CCC(=O)Nc1ccccn1)NCCc1ccccc1. Results: hERG_inhib (hERG inhibition (general)): blocker.